Predict the reactants needed to synthesize the given product. From a dataset of Full USPTO retrosynthesis dataset with 1.9M reactions from patents (1976-2016). (1) Given the product [CH3:1][C@H:2]1[CH2:7][CH2:6][CH2:5][N:4]([CH2:12][CH2:11][CH2:9][OH:10])[CH2:3]1, predict the reactants needed to synthesize it. The reactants are: [CH3:1][C@H:2]1[CH2:7][CH2:6][CH2:5][NH:4][CH2:3]1.C([O-])(=O)[C@H:9]([C:11]1C=CC=C[CH:12]=1)[OH:10].BrCCCO.C(=O)([O-])[O-].[K+].[K+].C(O)(=O)[C@H](C1C=CC=CC=1)O.C[C@H]1CCCNC1. (2) Given the product [I:1][C:2]1[CH:3]=[C:4]([CH3:12])[C:5]2[O:9][C:8](=[O:10])[N:7]([CH3:13])[C:6]=2[CH:11]=1, predict the reactants needed to synthesize it. The reactants are: [I:1][C:2]1[CH:3]=[C:4]([CH3:12])[C:5]2[O:9][C:8](=[O:10])[NH:7][C:6]=2[CH:11]=1.[C:13](=O)([O-])[O-].[K+].[K+].IC. (3) Given the product [F:14][C:10]1[CH:9]=[C:8]([C:6]2[CH:7]=[C:2]([O:18][CH2:15][C:16]#[CH:17])[N:3]=[CH:4][N:5]=2)[CH:13]=[CH:12][CH:11]=1, predict the reactants needed to synthesize it. The reactants are: Cl[C:2]1[CH:7]=[C:6]([C:8]2[CH:13]=[CH:12][CH:11]=[C:10]([F:14])[CH:9]=2)[N:5]=[CH:4][N:3]=1.[CH2:15]([OH:18])[C:16]#[CH:17].[H-].[Na+].O. (4) Given the product [CH:1]1[C:10]2[C:5](=[CH:6][CH:7]=[CH:8][CH:9]=2)[CH:4]=[CH:3][C:2]=1[CH2:11][O:12][C:14]1[N:15]=[C:16]([OH:24])[C:17]2[CH:23]=[CH:22][N:21]=[CH:20][C:18]=2[N:19]=1, predict the reactants needed to synthesize it. The reactants are: [CH:1]1[C:10]2[C:5](=[CH:6][CH:7]=[CH:8][CH:9]=2)[CH:4]=[CH:3][C:2]=1[CH2:11][OH:12].Cl[C:14]1[N:15]=[C:16]([OH:24])[C:17]2[CH:23]=[CH:22][N:21]=[CH:20][C:18]=2[N:19]=1. (5) Given the product [N:23]1([CH2:22][CH2:21][CH2:20][O:19][C:15]2[CH:14]=[C:13]3[C:18]([C@H:9]([C:5]4[CH:4]=[C:3]([OH:2])[CH:8]=[CH:7][CH:6]=4)[CH2:10][N:11]4[CH2:31][CH2:30][CH2:29][C@H:12]43)=[CH:17][CH:16]=2)[CH2:28][CH2:27][CH2:26][CH2:25][CH2:24]1, predict the reactants needed to synthesize it. The reactants are: C[O:2][C:3]1[CH:4]=[C:5]([C@H:9]2[C:18]3[C:13](=[CH:14][C:15]([O:19][CH2:20][CH2:21][CH2:22][N:23]4[CH2:28][CH2:27][CH2:26][CH2:25][CH2:24]4)=[CH:16][CH:17]=3)[C@@H:12]3[CH2:29][CH2:30][CH2:31][N:11]3[CH2:10]2)[CH:6]=[CH:7][CH:8]=1.B(Br)(Br)Br.